Dataset: NCI-60 drug combinations with 297,098 pairs across 59 cell lines. Task: Regression. Given two drug SMILES strings and cell line genomic features, predict the synergy score measuring deviation from expected non-interaction effect. (1) Drug 1: CCCS(=O)(=O)NC1=C(C(=C(C=C1)F)C(=O)C2=CNC3=C2C=C(C=N3)C4=CC=C(C=C4)Cl)F. Drug 2: C1=CC=C(C=C1)NC(=O)CCCCCCC(=O)NO. Cell line: NCI/ADR-RES. Synergy scores: CSS=20.6, Synergy_ZIP=-7.58, Synergy_Bliss=-3.65, Synergy_Loewe=-34.2, Synergy_HSA=-4.63. (2) Drug 1: C1=CC=C(C(=C1)C(C2=CC=C(C=C2)Cl)C(Cl)Cl)Cl. Drug 2: CN(C(=O)NC(C=O)C(C(C(CO)O)O)O)N=O. Cell line: UACC62. Synergy scores: CSS=5.33, Synergy_ZIP=-0.747, Synergy_Bliss=1.47, Synergy_Loewe=0.251, Synergy_HSA=-0.354. (3) Drug 1: CN1C2=C(C=C(C=C2)N(CCCl)CCCl)N=C1CCCC(=O)O.Cl. Drug 2: CC(C)NC(=O)C1=CC=C(C=C1)CNNC.Cl. Cell line: MDA-MB-231. Synergy scores: CSS=-0.663, Synergy_ZIP=-0.0278, Synergy_Bliss=-1.03, Synergy_Loewe=-2.84, Synergy_HSA=-2.65. (4) Drug 1: COC1=NC(=NC2=C1N=CN2C3C(C(C(O3)CO)O)O)N. Drug 2: CC(C)CN1C=NC2=C1C3=CC=CC=C3N=C2N. Cell line: IGROV1. Synergy scores: CSS=-2.88, Synergy_ZIP=3.18, Synergy_Bliss=2.13, Synergy_Loewe=-1.74, Synergy_HSA=-2.10. (5) Drug 1: CC1=C(C=C(C=C1)NC2=NC=CC(=N2)N(C)C3=CC4=NN(C(=C4C=C3)C)C)S(=O)(=O)N.Cl. Cell line: OVCAR3. Synergy scores: CSS=24.8, Synergy_ZIP=-5.97, Synergy_Bliss=-3.19, Synergy_Loewe=-46.8, Synergy_HSA=-3.39. Drug 2: COC1=CC(=CC(=C1O)OC)C2C3C(COC3=O)C(C4=CC5=C(C=C24)OCO5)OC6C(C(C7C(O6)COC(O7)C8=CC=CS8)O)O. (6) Drug 1: C1=CC=C(C(=C1)C(C2=CC=C(C=C2)Cl)C(Cl)Cl)Cl. Drug 2: C#CCC(CC1=CN=C2C(=N1)C(=NC(=N2)N)N)C3=CC=C(C=C3)C(=O)NC(CCC(=O)O)C(=O)O. Cell line: U251. Synergy scores: CSS=-3.43, Synergy_ZIP=-0.00870, Synergy_Bliss=-3.87, Synergy_Loewe=-47.6, Synergy_HSA=-7.80. (7) Drug 1: CC1=CC=C(C=C1)C2=CC(=NN2C3=CC=C(C=C3)S(=O)(=O)N)C(F)(F)F. Drug 2: CC1CCC2CC(C(=CC=CC=CC(CC(C(=O)C(C(C(=CC(C(=O)CC(OC(=O)C3CCCCN3C(=O)C(=O)C1(O2)O)C(C)CC4CCC(C(C4)OC)O)C)C)O)OC)C)C)C)OC. Cell line: SR. Synergy scores: CSS=25.8, Synergy_ZIP=6.00, Synergy_Bliss=7.58, Synergy_Loewe=-41.2, Synergy_HSA=2.11.